This data is from Peptide-MHC class I binding affinity with 185,985 pairs from IEDB/IMGT. The task is: Regression. Given a peptide amino acid sequence and an MHC pseudo amino acid sequence, predict their binding affinity value. This is MHC class I binding data. (1) The peptide sequence is AGIPNTATHV. The MHC is H-2-Db with pseudo-sequence H-2-Db. The binding affinity (normalized) is 0.278. (2) The peptide sequence is TFDHTLMSIV. The MHC is H-2-Db with pseudo-sequence H-2-Db. The binding affinity (normalized) is 0. (3) The peptide sequence is KYTSGRQEK. The MHC is HLA-A31:01 with pseudo-sequence HLA-A31:01. The binding affinity (normalized) is 0.483. (4) The peptide sequence is VSANVKGNW. The MHC is HLA-B46:01 with pseudo-sequence HLA-B46:01. The binding affinity (normalized) is 0.0847. (5) The peptide sequence is FIKDRATAV. The MHC is HLA-A69:01 with pseudo-sequence HLA-A69:01. The binding affinity (normalized) is 0.0847. (6) The peptide sequence is ATEGALNTPK. The MHC is HLA-A11:01 with pseudo-sequence HLA-A11:01. The binding affinity (normalized) is 0.856.